This data is from Full USPTO retrosynthesis dataset with 1.9M reactions from patents (1976-2016). The task is: Predict the reactants needed to synthesize the given product. (1) Given the product [NH2:23][C:2]1[C:11]2[N:12]=[C:13]([OH:22])[N:14]([CH2:15][CH:16]3[CH2:21][CH2:20][O:19][CH2:18][CH2:17]3)[C:10]=2[C:9]2[CH:8]=[CH:7][CH:6]=[CH:5][C:4]=2[N:3]=1, predict the reactants needed to synthesize it. The reactants are: Cl[C:2]1[C:11]2[N:12]=[C:13]([OH:22])[N:14]([CH2:15][CH:16]3[CH2:21][CH2:20][O:19][CH2:18][CH2:17]3)[C:10]=2[C:9]2[CH:8]=[CH:7][CH:6]=[CH:5][C:4]=2[N:3]=1.[NH3:23]. (2) Given the product [ClH:1].[ClH:1].[CH3:17][O:18][C:19]1[CH:20]=[C:21]([CH:22]=[CH:23][C:24]=1[O:25][CH3:26])[CH2:27][CH2:28][N:29]1[CH2:15][CH2:14][N:4]([CH2:5][CH2:6][O:7][C:8]2[CH:13]=[CH:12][CH:11]=[CH:10][CH:9]=2)[CH2:3][CH2:2]1, predict the reactants needed to synthesize it. The reactants are: [Cl:1][CH2:2][CH2:3][N:4]([CH2:14][CH2:15]Cl)[CH2:5][CH2:6][O:7][C:8]1[CH:13]=[CH:12][CH:11]=[CH:10][CH:9]=1.[CH3:17][O:18][C:19]1[CH:20]=[C:21]([CH2:27][CH2:28][NH2:29])[CH:22]=[CH:23][C:24]=1[O:25][CH3:26].C(=O)([O-])[O-].[K+].[K+].[I-].[Na+]. (3) Given the product [CH:7]1([CH2:6][C@H:3]([NH:2][C:23](=[O:24])[O:22][C:19]([CH3:21])([CH3:20])[CH3:18])[CH2:4][OH:5])[CH2:12][CH2:11][CH2:10][CH2:9][CH2:8]1, predict the reactants needed to synthesize it. The reactants are: Cl.[NH2:2][C@@H:3]([CH2:6][CH:7]1[CH2:12][CH2:11][CH2:10][CH2:9][CH2:8]1)[CH2:4][OH:5].C(=O)(O)[O-].[Na+].[CH3:18][C:19]([O:22][C:23](O[C:23]([O:22][C:19]([CH3:21])([CH3:20])[CH3:18])=[O:24])=[O:24])([CH3:21])[CH3:20]. (4) Given the product [C:1]([O:5][C@@H:6]([C:12]1[C:37]([CH3:38])=[N:36][C:35]2=[CH:39][C:32]3=[N:33][N:34]2[C:13]=1[N:14]1[CH2:43][CH2:42][C:17]([CH3:44])([O:18][CH2:19][CH2:20][CH2:21][CH2:22][C:23]2[CH:24]=[C:25]([F:41])[C:26]([F:40])=[CH:27][C:28]=2[CH2:29][O:30][CH2:31]3)[CH2:16][CH2:15]1)[C:7]([OH:9])=[O:8])([CH3:4])([CH3:2])[CH3:3], predict the reactants needed to synthesize it. The reactants are: [C:1]([O:5][C@@H:6]([C:12]1[C:37]([CH3:38])=[N:36][C:35]2=[CH:39][C:32]3=[N:33][N:34]2[C:13]=1[N:14]1[CH2:43][CH2:42][C:17]([CH3:44])([O:18][CH2:19][CH2:20][CH2:21][CH2:22][C:23]2[CH:24]=[C:25]([F:41])[C:26]([F:40])=[CH:27][C:28]=2[CH2:29][O:30][CH2:31]3)[CH2:16][CH2:15]1)[C:7]([O:9]CC)=[O:8])([CH3:4])([CH3:3])[CH3:2].[OH-].[Na+]. (5) Given the product [OH:1][C:2]1[CH:3]=[C:4]([CH:9]=[CH:10][C:11]=1[C:12](=[O:21])[NH:13][O:14][C:15]1[CH:16]=[CH:17][CH:18]=[CH:19][CH:20]=1)[C:5]([OH:7])=[O:6], predict the reactants needed to synthesize it. The reactants are: [OH:1][C:2]1[CH:3]=[C:4]([CH:9]=[CH:10][C:11]=1[C:12](=[O:21])[NH:13][O:14][C:15]1[CH:20]=[CH:19][CH:18]=[CH:17][CH:16]=1)[C:5]([O:7]C)=[O:6].[Li+].[OH-]. (6) Given the product [F:45][C:9]1([F:8])[CH2:11][CH:10]1[C:12]([NH:14][C:15]1[CH:23]=[CH:22][CH:21]=[C:20]2[C:16]=1[C:17]([C:30]1[NH:31][C:32]3[CH:38]=[C:37]([N:39]4[CH2:40][CH2:41][O:42][CH2:43][CH2:44]4)[CH:36]=[CH:35][C:33]=3[N:34]=1)=[N:18][NH:19]2)=[O:13], predict the reactants needed to synthesize it. The reactants are: C(O)(C(F)(F)F)=O.[F:8][C:9]1([F:45])[CH2:11][CH:10]1[C:12]([NH:14][C:15]1[CH:23]=[CH:22][CH:21]=[C:20]2[C:16]=1[C:17]([C:30]1[NH:34][C:33]3[CH:35]=[CH:36][C:37]([N:39]4[CH2:44][CH2:43][O:42][CH2:41][CH2:40]4)=[CH:38][C:32]=3[N:31]=1)=[N:18][N:19]2C1CCCCO1)=[O:13].